Dataset: Catalyst prediction with 721,799 reactions and 888 catalyst types from USPTO. Task: Predict which catalyst facilitates the given reaction. (1) Reactant: [CH3:1][CH:2]1[C:7]([CH3:19])([C:8]2[CH:13]=[CH:12][CH:11]=[C:10]([C:14]3[N:15]=[N:16][NH:17][CH:18]=3)[CH:9]=2)[CH2:6][CH2:5][NH:4][CH2:3]1.Br[CH2:21][CH2:22][C:23]1[CH:28]=[CH:27][CH:26]=[C:25]([CH3:29])[CH:24]=1.C(=O)([O-])O.[Na+]. Product: [CH3:1][CH:2]1[C:7]([CH3:19])([C:8]2[CH:13]=[CH:12][CH:11]=[C:10]([C:14]3[N:15]=[N:16][NH:17][CH:18]=3)[CH:9]=2)[CH2:6][CH2:5][N:4]([CH2:21][CH2:22][C:23]2[CH:28]=[CH:27][CH:26]=[C:25]([CH3:29])[CH:24]=2)[CH2:3]1. The catalyst class is: 9. (2) Reactant: [F:1][C:2]1[CH:7]=[C:6]([O:8][CH3:9])[CH:5]=[CH:4][C:3]=1[CH:10]([NH:18][C:19]1[CH:28]=[CH:27][CH:26]=[C:25]2[C:20]=1[CH:21]=[CH:22][C:23](=[O:29])[NH:24]2)[C:11]1([C:14]([F:17])([F:16])[F:15])[CH2:13][O:12]1.C([O-])([O-])=O.[Cs+].[Cs+].[CH2:36]([SH:38])[CH3:37].O. Product: [CH2:36]([S:38][CH2:13][C:11]([OH:12])([C:14]([F:16])([F:15])[F:17])[CH:10]([NH:18][C:19]1[CH:28]=[CH:27][CH:26]=[C:25]2[C:20]=1[CH:21]=[CH:22][C:23](=[O:29])[NH:24]2)[C:3]1[CH:4]=[CH:5][C:6]([O:8][CH3:9])=[CH:7][C:2]=1[F:1])[CH3:37]. The catalyst class is: 3. (3) Reactant: [CH3:1][C:2]1([CH2:13][O:14][C:15]2[CH:20]=[CH:19][C:18]([N:21]3[CH2:26][CH2:25][NH:24][CH2:23][CH2:22]3)=[CH:17][CH:16]=2)[O:6][C:5]2=[N:7][C:8]([N+:10]([O-:12])=[O:11])=[CH:9][N:4]2[CH2:3]1.[C:27]([O:31][C:32]([N:34]1[CH2:39][CH2:38][N:37]([CH2:40][C:41](O)=[O:42])[CH2:36][CH2:35]1)=[O:33])([CH3:30])([CH3:29])[CH3:28].CN(C(ON1N=NC2C=CC=CC1=2)=[N+](C)C)C.[B-](F)(F)(F)F.C(N(CC)CC)C. Product: [C:27]([O:31][C:32]([N:34]1[CH2:35][CH2:36][N:37]([CH2:40][C:41]([N:24]2[CH2:25][CH2:26][N:21]([C:18]3[CH:17]=[CH:16][C:15]([O:14][CH2:13][C:2]4([CH3:1])[O:6][C:5]5=[N:7][C:8]([N+:10]([O-:12])=[O:11])=[CH:9][N:4]5[CH2:3]4)=[CH:20][CH:19]=3)[CH2:22][CH2:23]2)=[O:42])[CH2:38][CH2:39]1)=[O:33])([CH3:30])([CH3:29])[CH3:28]. The catalyst class is: 18. (4) Reactant: [CH2:1]([C@H:5]1[CH2:10][C@@H:9]([C:11]2[O:15][NH:14][C:13](=[O:16])[CH:12]=2)[CH2:8][CH2:7][N:6]1C(OC)=O)[CH:2]([CH3:4])[CH3:3]. Product: [CH2:1]([C@H:5]1[CH2:10][C@@H:9]([C:11]2[O:15][NH:14][C:13](=[O:16])[CH:12]=2)[CH2:8][CH2:7][NH:6]1)[CH:2]([CH3:4])[CH3:3]. The catalyst class is: 201. (5) Reactant: [Cl:1][C:2]1[N:7]=[CH:6][C:5]([C:8]2[N:12]([CH:13]([CH:17]3[CH2:22][CH2:21][CH2:20][CH2:19][CH2:18]3)[C:14](O)=[O:15])[C:11]3[CH:23]=[C:24]([F:28])[C:25]([F:27])=[CH:26][C:10]=3[N:9]=2)=[CH:4][CH:3]=1.C[O:30][C:31](=[O:40])[C:32]1[CH:37]=[CH:36][C:35]([NH2:38])=[C:34]([Cl:39])[CH:33]=1.C([O-])(O)=O.[Na+].ClCCl. Product: [Cl:39][C:34]1[CH:33]=[C:32]([CH:37]=[CH:36][C:35]=1[NH:38][C:14](=[O:15])[CH:13]([N:12]1[C:11]2[CH:23]=[C:24]([F:28])[C:25]([F:27])=[CH:26][C:10]=2[N:9]=[C:8]1[C:5]1[CH:6]=[N:7][C:2]([Cl:1])=[CH:3][CH:4]=1)[CH:17]1[CH2:18][CH2:19][CH2:20][CH2:21][CH2:22]1)[C:31]([OH:40])=[O:30]. The catalyst class is: 309.